This data is from Reaction yield outcomes from USPTO patents with 853,638 reactions. The task is: Predict the reaction yield, written as a fraction of the theoretical maximum amount of product (1.0 means a 100% yield; for example, 0.34 means a 34% yield). (1) The yield is 0.700. The reactants are [O:1]1[CH2:5][CH2:4][O:3][CH:2]1[C:6]1[CH:7]=[CH:8][C:9]2[O:13][CH:12]=[CH:11][C:10]=2[CH:14]=1.[CH2:15]([Li])CCC.IC.O. The catalyst is C1COCC1.C(OCC)(=O)C. The product is [CH3:15][C:12]1[O:13][C:9]2[CH:8]=[CH:7][C:6]([CH:2]3[O:3][CH2:4][CH2:5][O:1]3)=[CH:14][C:10]=2[CH:11]=1. (2) The reactants are [C:1]([C:5]1[NH:6][C:7]2[C:12]([CH:13]=1)=[CH:11][C:10]([N+:14]([O-])=O)=[CH:9][C:8]=2[C:17]#[N:18])([CH3:4])([CH3:3])[CH3:2].[BH4-].[Na+]. The catalyst is CO. The product is [NH2:14][C:10]1[CH:11]=[C:12]2[C:7](=[C:8]([C:17]#[N:18])[CH:9]=1)[NH:6][C:5]([C:1]([CH3:4])([CH3:3])[CH3:2])=[CH:13]2. The yield is 0.320. (3) The reactants are [Br:1][C:2]1[CH:7]=[CH:6][C:5]([F:8])=[C:4](I)[CH:3]=1.[CH3:10][NH:11][S:12]([C:15]1[CH:20]=[CH:19][C:18](B(O)O)=[CH:17][CH:16]=1)(=[O:14])=[O:13].C([O-])([O-])=O.[Na+].[Na+].[O-]S([O-])(=O)=O.[Na+].[Na+]. The catalyst is O1CCOCC1.CCOC(C)=O. The product is [Br:1][C:2]1[CH:7]=[CH:6][C:5]([F:8])=[C:4]([C:18]2[CH:17]=[CH:16][C:15]([S:12]([NH:11][CH3:10])(=[O:13])=[O:14])=[CH:20][CH:19]=2)[CH:3]=1. The yield is 0.670. (4) The reactants are [O:1]1[CH:5]=[CH:4][CH:3]=[C:2]1[CH2:6][CH2:7][C:8](O)=[O:9].B. The catalyst is C1COCC1. The product is [O:1]1[CH:5]=[CH:4][CH:3]=[C:2]1[CH2:6][CH2:7][CH2:8][OH:9]. The yield is 0.790. (5) The reactants are [NH2:1][C:2]1[S:3][C:4]2[CH:33]=[CH:32][CH:31]=[CH:30][C:5]=2[C:6]=1[C:7]([N:9]1[CH2:14][CH2:13][CH:12]([N:15]2[CH2:29][CH2:28][CH2:27][C:17]3([O:21][C:20](=[O:22])[N:19]([CH:23]([CH3:25])[CH3:24])[C:18]3=[O:26])[CH2:16]2)[CH2:11][CH2:10]1)=[O:8].[CH:34]([N:37]=[C:38]=[O:39])([CH3:36])[CH3:35]. The yield is 0.540. No catalyst specified. The product is [CH:34]([NH:37][C:38]([NH:1][C:2]1[S:3][C:4]2[CH:33]=[CH:32][CH:31]=[CH:30][C:5]=2[C:6]=1[C:7]([N:9]1[CH2:10][CH2:11][CH:12]([N:15]2[CH2:29][CH2:28][CH2:27][C:17]3([O:21][C:20](=[O:22])[N:19]([CH:23]([CH3:24])[CH3:25])[C:18]3=[O:26])[CH2:16]2)[CH2:13][CH2:14]1)=[O:8])=[O:39])([CH3:36])[CH3:35]. (6) The reactants are [Cl:1][C:2]1[C:7]([O:8][CH3:9])=[CH:6][C:5]([O:10][CH3:11])=[CH:4][C:3]=1[C:12]1[C:23](=[O:24])[NH:22][C:15]2[N:16]=[C:17]([S:20][CH3:21])[N:18]=[CH:19][C:14]=2[CH:13]=1.C([O-])([O-])=O.[K+].[K+].CS(O[CH2:36][CH2:37][N:38]1[CH2:42][C@@H:41]2[CH2:43][N:44]([C:46]([O:48][C:49]([CH3:52])([CH3:51])[CH3:50])=[O:47])[CH2:45][C@@H:40]2[CH2:39]1)(=O)=O.O. The catalyst is CN(C=O)C. The product is [Cl:1][C:2]1[C:7]([O:8][CH3:9])=[CH:6][C:5]([O:10][CH3:11])=[CH:4][C:3]=1[C:12]1[C:23](=[O:24])[N:22]([CH2:36][CH2:37][N:38]2[CH2:42][C@@H:41]3[CH2:43][N:44]([C:46]([O:48][C:49]([CH3:50])([CH3:52])[CH3:51])=[O:47])[CH2:45][C@@H:40]3[CH2:39]2)[C:15]2[N:16]=[C:17]([S:20][CH3:21])[N:18]=[CH:19][C:14]=2[CH:13]=1. The yield is 0.670. (7) The yield is 0.750. The product is [CH3:1][N:2]([C:14]1[CH:19]=[CH:18][CH:17]=[CH:16][CH:15]=1)[S:3]([C:6]1[CH:11]=[CH:10][C:9](=[O:12])[NH:8][N:7]=1)(=[O:4])=[O:5]. The reactants are [CH3:1][N:2]([C:14]1[CH:19]=[CH:18][CH:17]=[CH:16][CH:15]=1)[S:3]([C:6]1[N:7]=[N:8][C:9]([O:12]C)=[CH:10][CH:11]=1)(=[O:5])=[O:4].Cl. The catalyst is O1CCOCC1.